From a dataset of HIV replication inhibition screening data with 41,000+ compounds from the AIDS Antiviral Screen. Binary Classification. Given a drug SMILES string, predict its activity (active/inactive) in a high-throughput screening assay against a specified biological target. (1) The drug is Oc1cc(NNc2cccc3ccccc23)nc(O)n1. The result is 0 (inactive). (2) The molecule is CN1C(=O)Cn2c(n[nH]c(=O)c2=O)-c2cc(Cl)ccc21. The result is 0 (inactive).